The task is: Predict the product of the given reaction.. This data is from Forward reaction prediction with 1.9M reactions from USPTO patents (1976-2016). (1) Given the reactants [F:1][C:2]1[CH:33]=[CH:32][C:5]([CH2:6][N:7]2[CH2:12][CH2:11][N:10]([C:13](=[O:30])/[CH:14]=[CH:15]/[C:16]3[C:17]([NH:26][C:27](=[O:29])[CH3:28])=[CH:18][C:19]4[C:24]([CH:25]=3)=CC=CC=4)[C@H:9]([CH3:31])[CH2:8]2)=[CH:4][CH:3]=1.CCN(CC)CC.C([Cl:44])(=O)C.C1C[O:48][CH2:47][CH2:46]1, predict the reaction product. The product is: [Cl:44][C:19]1[C:24]([O:48][CH2:47][CH3:46])=[CH:25][C:16](/[CH:15]=[CH:14]/[C:13]([N:10]2[CH2:11][CH2:12][N:7]([CH2:6][C:5]3[CH:32]=[CH:33][C:2]([F:1])=[CH:3][CH:4]=3)[CH2:8][C@H:9]2[CH3:31])=[O:30])=[C:17]([NH:26][C:27](=[O:29])[CH3:28])[CH:18]=1. (2) Given the reactants [OH-].[Na+].[OH:3][C:4]1[CH:17]=[CH:16][C:15]2[S:14][C:13]3[C:8](=[CH:9][CH:10]=[CH:11][CH:12]=3)[C:7](=[O:18])[C:6]=2[CH:5]=1.[Na].Br[CH2:21][C:22]([O:24]CC)=[O:23].Cl, predict the reaction product. The product is: [C:22]([CH2:21][O:3][C:4]1[CH:17]=[CH:16][C:15]2[S:14][C:13]3[C:8](=[CH:9][CH:10]=[CH:11][CH:12]=3)[C:7](=[O:18])[C:6]=2[CH:5]=1)([OH:24])=[O:23]. (3) Given the reactants Br[C:2]1[CH:7]=[CH:6][N:5]=[C:4]2[N:8]([S:11]([C:14]3[CH:19]=[CH:18][CH:17]=[CH:16][CH:15]=3)(=[O:13])=[O:12])[CH:9]=[CH:10][C:3]=12.[C:20]1([S:26]([N:29]2[C:37]3[CH:36]=[C:35]([Sn](C)(C)C)[CH:34]=[C:33]([NH2:42])[C:32]=3[CH:31]=[N:30]2)(=[O:28])=[O:27])[CH:25]=[CH:24][CH:23]=[CH:22][CH:21]=1, predict the reaction product. The product is: [C:20]1([S:26]([N:29]2[C:37]3[CH:36]=[C:35]([C:2]4[CH:7]=[CH:6][N:5]=[C:4]5[N:8]([S:11]([C:14]6[CH:19]=[CH:18][CH:17]=[CH:16][CH:15]=6)(=[O:13])=[O:12])[CH:9]=[CH:10][C:3]=45)[CH:34]=[C:33]([NH2:42])[C:32]=3[CH:31]=[N:30]2)(=[O:27])=[O:28])[CH:21]=[CH:22][CH:23]=[CH:24][CH:25]=1. (4) Given the reactants [C@@H:1]12[CH2:6][C@@H:5]1[CH2:4][NH:3][C@@H:2]2[CH2:7][NH:8][C:9]([C:11]1[CH:12]=[CH:13][CH:14]=[C:15]2[O:19][CH:18]=[CH:17][C:16]=12)=[O:10].[Cl:20][C:21]1[CH:26]=[CH:25][CH:24]=[CH:23][C:22]=1[C:27]1[C:28]([C:33](O)=[O:34])=[CH:29][CH:30]=[CH:31][CH:32]=1, predict the reaction product. The product is: [Cl:20][C:21]1[CH:26]=[CH:25][CH:24]=[CH:23][C:22]=1[C:27]1[C:28]([C:33]([N:3]2[CH2:4][C@@H:5]3[C@@H:1]([CH2:6]3)[C@H:2]2[CH2:7][NH:8][C:9]([C:11]2[CH:12]=[CH:13][CH:14]=[C:15]3[O:19][CH:18]=[CH:17][C:16]=23)=[O:10])=[O:34])=[CH:29][CH:30]=[CH:31][CH:32]=1. (5) Given the reactants [Cl:1][C:2]1[CH:3]=[CH:4][C:5]2[O:9][C:8]([C:10](O)=[O:11])=[CH:7][C:6]=2[CH:13]=1.S(Cl)([Cl:16])=O, predict the reaction product. The product is: [Cl:1][C:2]1[CH:3]=[CH:4][C:5]2[O:9][C:8]([C:10]([Cl:16])=[O:11])=[CH:7][C:6]=2[CH:13]=1. (6) Given the reactants Cl[C:2]1[CH:3]=[CH:4][C:5]2[N:6]([C:8]([C:11]3[N:12](S(C4C=CC(C)=CC=4)(=O)=O)[C:13]4[C:18]([CH:19]=3)=[CH:17][C:16]([O:20][CH3:21])=[C:15]([O:22][CH3:23])[CH:14]=4)=[CH:9][N:10]=2)[N:7]=1.CC1(C)C2C(=C(P(C3C=CC=CC=3)C3C=CC=CC=3)C=CC=2)OC2C(P(C3C=CC=CC=3)C3C=CC=CC=3)=CC=CC1=2.[C:76](=[O:79])([O-])[O-].[K+].[K+].CO[C:84]1[CH:85]=[C:86]([CH:88]=[CH:89][C:90]=1[O:91][CH3:92])[NH2:87], predict the reaction product. The product is: [CH3:21][O:20][C:16]1[CH:17]=[C:18]2[C:13](=[CH:14][C:15]=1[O:22][CH3:23])[NH:12][C:11]([C:8]1[N:6]3[N:7]=[C:2]([NH:87][C:86]4[CH:88]=[CH:89][C:90]([O:91][CH3:92])=[C:84]([O:79][CH3:76])[CH:85]=4)[CH:3]=[CH:4][C:5]3=[N:10][CH:9]=1)=[CH:19]2.